Dataset: Reaction yield outcomes from USPTO patents with 853,638 reactions. Task: Predict the reaction yield, written as a fraction of the theoretical maximum amount of product (1.0 means a 100% yield; for example, 0.34 means a 34% yield). (1) The reactants are [CH2:1]([N:3]1[C:7]2=[N:8][C:9]([CH2:32][CH3:33])=[C:10]([CH2:19][NH:20][C:21]([C:23]3[N:28]=[C:27]([C:29](O)=[O:30])[CH:26]=[CH:25][CH:24]=3)=[O:22])[C:11]([NH:12][CH:13]3[CH2:18][CH2:17][O:16][CH2:15][CH2:14]3)=[C:6]2[CH:5]=[N:4]1)[CH3:2].CN(C(ON1N=NC2C=CC=CC1=2)=[N+](C)C)C.F[P-](F)(F)(F)(F)F.[Br:58][C:59]1[CH:60]=[C:61]([CH2:66][NH2:67])[CH:62]=[CH:63][C:64]=1[CH3:65]. The catalyst is ClCCl.CCOC(C)=O. The product is [Br:58][C:59]1[CH:60]=[C:61]([CH2:66][NH:67][C:29]([C:27]2[CH:26]=[CH:25][CH:24]=[C:23]([C:21]([NH:20][CH2:19][C:10]3[C:11]([NH:12][CH:13]4[CH2:18][CH2:17][O:16][CH2:15][CH2:14]4)=[C:6]4[CH:5]=[N:4][N:3]([CH2:1][CH3:2])[C:7]4=[N:8][C:9]=3[CH2:32][CH3:33])=[O:22])[N:28]=2)=[O:30])[CH:62]=[CH:63][C:64]=1[CH3:65]. The yield is 0.667. (2) The reactants are [C:1]([C:3]1[CH:8]=[C:7]([C:9]([F:12])([F:11])[F:10])[CH:6]=[CH:5][C:4]=1[N:13]1[CH2:18][CH2:17][O:16][C:15]2[CH:19]=[C:20]([S:23]([O:26]C3C(F)=C(F)C(F)=C(F)C=3F)(=[O:25])=O)[CH:21]=[CH:22][C:14]1=2)#[N:2].Cl.[S:39]1[CH:43]=[C:42]([NH2:44])[N:41]=[CH:40]1.C[Si]([N-][Si](C)(C)C)(C)C.[Li+]. The catalyst is C1COCC1. The product is [C:1]([C:3]1[CH:8]=[C:7]([C:9]([F:11])([F:12])[F:10])[CH:6]=[CH:5][C:4]=1[N:13]1[CH2:18][CH2:17][O:16][C:15]2[CH:19]=[C:20]([S:23]([NH:44][C:42]3[N:41]=[CH:40][S:39][CH:43]=3)(=[O:25])=[O:26])[CH:21]=[CH:22][C:14]1=2)#[N:2]. The yield is 0.340. (3) No catalyst specified. The reactants are [NH2:1][C:2]1[C:3]([NH:12][C@@H:13]([CH3:20])[CH2:14][CH2:15][C:16]([O:18][CH3:19])=[O:17])=[N:4][C:5]([NH:8][CH:9]([CH3:11])[CH3:10])=[N:6][CH:7]=1.Cl.N[C@H](C)/C=C/C(OC)=O. The yield is 0.750. The product is [NH2:1][C:2]1[C:3]([NH:12][C@H:13]([CH3:20])[CH2:14][CH2:15][C:16]([O:18][CH3:19])=[O:17])=[N:4][C:5]([NH:8][CH:9]([CH3:10])[CH3:11])=[N:6][CH:7]=1. (4) The reactants are [C:1]([O:5][C:6]([NH:8][C:9]1[CH:10]=[C:11]([CH:15]=[C:16]([S:18]([CH3:21])(=[O:20])=[O:19])[CH:17]=1)[C:12]([OH:14])=O)=[O:7])([CH3:4])([CH3:3])[CH3:2].C(N1C=CN=C1)(N1C=CN=C1)=O.C(N(CC)CC)C.[CH3:41][NH:42][O:43][CH3:44]. The catalyst is C1COCC1. The product is [C:1]([O:5][C:6](=[O:7])[NH:8][C:9]1[CH:10]=[C:11]([C:12](=[O:14])[N:42]([O:43][CH3:44])[CH3:41])[CH:15]=[C:16]([S:18]([CH3:21])(=[O:20])=[O:19])[CH:17]=1)([CH3:2])([CH3:3])[CH3:4]. The yield is 0.460. (5) The reactants are [Cl:1][C:2]1[CH:8]=[C:7]([O:9][C:10]2[C:19]3[C:14](=[CH:15][C:16]([O:22][CH3:23])=[C:17]([O:20][CH3:21])[CH:18]=3)[N:13]=[CH:12][N:11]=2)[CH:6]=[CH:5][C:3]=1[NH2:4].ClC(Cl)(O[C:28](=[O:34])OC(Cl)(Cl)Cl)Cl.Cl.[CH3:37][NH:38][CH3:39].CO. The catalyst is C(Cl)(Cl)Cl.C(N(CC)CC)C. The product is [Cl:1][C:2]1[CH:8]=[C:7]([O:9][C:10]2[C:19]3[C:14](=[CH:15][C:16]([O:22][CH3:23])=[C:17]([O:20][CH3:21])[CH:18]=3)[N:13]=[CH:12][N:11]=2)[CH:6]=[CH:5][C:3]=1[NH:4][C:28](=[O:34])[N:38]([CH3:39])[CH3:37]. The yield is 0.530. (6) The reactants are C([O:3][CH:4](OCC)[CH2:5][N:6]1[C:10](=[O:11])[C:9]2=[CH:12][CH:13]=[CH:14][CH:15]=[C:8]2[C:7]1=[O:16])C. The catalyst is Cl. The yield is 0.864. The product is [O:16]=[C:7]1[C:8]2[C:9](=[CH:12][CH:13]=[CH:14][CH:15]=2)[C:10](=[O:11])[N:6]1[CH2:5][CH:4]=[O:3]. (7) The reactants are [CH3:1][O:2][C:3]1[C:10]([C:11]2[CH:16]=[CH:15][CH:14]=[CH:13][CH:12]=2)=[C:9]([O:17][CH3:18])[CH:8]=[CH:7][C:4]=1[CH:5]=O.ClC1C(OC)=C(C=[CH:29][C:30]([OH:32])=[O:31])C=CC=1OC. No catalyst specified. The product is [CH3:1][O:2][C:3]1[C:10]([C:11]2[CH:16]=[CH:15][CH:14]=[CH:13][CH:12]=2)=[C:9]([O:17][CH3:18])[CH:8]=[CH:7][C:4]=1/[CH:5]=[CH:29]/[C:30]([OH:32])=[O:31]. The yield is 0.960.